The task is: Predict the reactants needed to synthesize the given product.. This data is from Full USPTO retrosynthesis dataset with 1.9M reactions from patents (1976-2016). (1) Given the product [CH:1]12[CH2:7][CH:4]([CH:3]=[CH:2]1)[CH2:5][CH:6]2[CH2:13][OH:14], predict the reactants needed to synthesize it. The reactants are: [CH:1]12[CH2:7][CH:4]([CH:5]=[CH:6]1)[CH2:3][CH2:2]2.CC1C=C(OC)C=CC=1C=C[C:13]([O-])=[O:14].C(N(CC)CC)C.C(Cl)(=O)C=CC1C=CC=CC=1. (2) Given the product [Cl:28][C:13]1[CH:14]=[C:15]([C:18]2[S:22][C:21]([NH:23][C:24](=[O:26])[CH3:25])=[N:20][C:19]=2[CH3:27])[CH:16]=[N:17][C:12]=1[NH:11][S:7]([C:1]1[CH:6]=[CH:5][CH:4]=[CH:3][CH:2]=1)(=[O:9])=[O:8], predict the reactants needed to synthesize it. The reactants are: [C:1]1([S:7](Cl)(=[O:9])=[O:8])[CH:6]=[CH:5][CH:4]=[CH:3][CH:2]=1.[NH2:11][C:12]1[N:17]=[CH:16][C:15]([C:18]2[S:22][C:21]([NH:23][C:24](=[O:26])[CH3:25])=[N:20][C:19]=2[CH3:27])=[CH:14][C:13]=1[Cl:28]. (3) Given the product [CH2:7]([N:9]1[CH2:12][CH2:13][CH2:2][CH2:11][CH2:10]1)[C:8]1[CH:19]=[CH:20][CH:15]=[CH:16][CH:17]=1, predict the reactants needed to synthesize it. The reactants are: Br[C:2]1CCON=1.[CH2:7]([N:9]([CH2:12][CH3:13])[CH2:10][CH3:11])[CH3:8].C(=O)[C:15]1[CH:20]=[CH:19]C=[CH:17][CH:16]=1.C(O[BH-](OC(=O)C)OC(=O)C)(=O)C.[Na+]. (4) Given the product [F:1][C:2]([F:7])([F:6])[CH:3]([OH:5])[CH2:4][N:11]1[CH2:10][CH2:9][N:8]([C:14]([O:16][CH2:17][C:18]2[CH:23]=[CH:22][CH:21]=[CH:20][CH:19]=2)=[O:15])[CH2:13][CH2:12]1, predict the reactants needed to synthesize it. The reactants are: [F:1][C:2]([F:7])([F:6])[CH:3]1[O:5][CH2:4]1.[N:8]1([C:14]([O:16][CH2:17][C:18]2[CH:23]=[CH:22][CH:21]=[CH:20][CH:19]=2)=[O:15])[CH2:13][CH2:12][NH:11][CH2:10][CH2:9]1. (5) Given the product [Cl:38][C:32]1[CH:33]=[CH:34][C:35]([Cl:37])=[CH:36][C:31]=1[CH2:30][S:27]([C:24]1[CH:25]=[C:26]2[C:21](=[CH:22][CH:23]=1)[NH:20][C:19](=[O:39])/[C:18]/2=[CH:17]\[C:14]1[NH:13][C:12]([CH3:40])=[C:11]([C:9]([N:62]2[CH2:61][CH2:60][CH2:59][C@H:63]2[CH2:64][N:13]2[CH2:14][CH2:15][CH2:11][CH2:12]2)=[O:10])[C:15]=1[CH3:16])(=[O:28])=[O:29], predict the reactants needed to synthesize it. The reactants are: O=C1CCC(=O)N1O[C:9]([C:11]1[C:15]([CH3:16])=[C:14](/[CH:17]=[C:18]2\[C:19](=[O:39])[NH:20][C:21]3[C:26]\2=[CH:25][C:24]([S:27]([CH2:30][C:31]2[CH:36]=[C:35]([Cl:37])[CH:34]=[CH:33][C:32]=2[Cl:38])(=[O:29])=[O:28])=[CH:23][CH:22]=3)[NH:13][C:12]=1[CH3:40])=[O:10].FC(F)(F)C1C=C(CS(C2C=[C:59]3[C:63](=[CH:64]C=2)[NH:62][C:61](=O)[CH2:60]3)(=O)=O)C=C(C(F)(F)F)C=1.